Task: Predict the reaction yield, written as a fraction of the theoretical maximum amount of product (1.0 means a 100% yield; for example, 0.34 means a 34% yield).. Dataset: Reaction yield outcomes from USPTO patents with 853,638 reactions The reactants are [Cl:1][C:2]1[CH:7]=[CH:6][CH:5]=[CH:4][C:3]=1[C:8]1[CH:16]=[C:15]2[C:11]([CH:12]=[CH:13][N:14]2[CH2:17][CH2:18]O)=[C:10]2[C:20](=[O:24])[NH:21][C:22](=[O:23])[C:9]=12.[NH:25]1[CH2:29][CH2:28][CH2:27][CH2:26]1. The catalyst is CC(N(C)C)=O. The product is [Cl:1][C:2]1[CH:7]=[CH:6][CH:5]=[CH:4][C:3]=1[C:8]1[CH:16]=[C:15]2[C:11]([CH:12]=[CH:13][N:14]2[CH2:17][CH2:18][N:25]2[CH2:29][CH2:28][CH2:27][CH2:26]2)=[C:10]2[C:9]=1[C:22](=[O:23])[NH:21][C:20]2=[O:24]. The yield is 0.180.